Dataset: Forward reaction prediction with 1.9M reactions from USPTO patents (1976-2016). Task: Predict the product of the given reaction. Given the reactants [Cl:1][C:2]1[CH:27]=[CH:26][C:5]([CH2:6][N:7]2[C:15]3[C:10](=[CH:11][C:12]([CH:16]=[C:17]4[S:21][C:20](SCC)=[N:19][C:18]4=[O:25])=[CH:13][CH:14]=3)[CH:9]=[N:8]2)=[C:4]([C:28]([F:31])([F:30])[F:29])[CH:3]=1.[C:32]([O:36][C:37](=[O:45])[NH:38][CH:39]1[CH2:44][CH2:43][NH:42][CH2:41][CH2:40]1)([CH3:35])([CH3:34])[CH3:33], predict the reaction product. The product is: [C:32]([O:36][C:37](=[O:45])[NH:38][CH:39]1[CH2:44][CH2:43][N:42]([C:20]2[S:21][C:17](=[CH:16][C:12]3[CH:11]=[C:10]4[C:15](=[CH:14][CH:13]=3)[N:7]([CH2:6][C:5]3[CH:26]=[CH:27][C:2]([Cl:1])=[CH:3][C:4]=3[C:28]([F:30])([F:31])[F:29])[N:8]=[CH:9]4)[C:18](=[O:25])[N:19]=2)[CH2:41][CH2:40]1)([CH3:35])([CH3:33])[CH3:34].[NH2:38][CH:39]1[CH2:44][CH2:43][N:42]([C:20]2[S:21][C:17](=[CH:16][C:12]3[CH:11]=[C:10]4[C:15](=[CH:14][CH:13]=3)[N:7]([CH2:6][C:5]3[CH:26]=[CH:27][C:2]([Cl:1])=[CH:3][C:4]=3[C:28]([F:29])([F:31])[F:30])[N:8]=[CH:9]4)[C:18](=[O:25])[N:19]=2)[CH2:41][CH2:40]1.